Predict the reactants needed to synthesize the given product. From a dataset of Full USPTO retrosynthesis dataset with 1.9M reactions from patents (1976-2016). Given the product [Br:14][C:13]1[CH:12]=[N:11][N:10]([CH3:15])[C:9]=1[NH:8][C:5]1[CH:6]=[CH:7][C:2]([C:24]2[CH:23]=[CH:22][C:21]([O:20][C:19]([F:18])([F:30])[F:31])=[CH:26][CH:25]=2)=[CH:3][C:4]=1[O:16][CH3:17], predict the reactants needed to synthesize it. The reactants are: Br[C:2]1[CH:7]=[CH:6][C:5]([NH:8][C:9]2[N:10]([CH3:15])[N:11]=[CH:12][C:13]=2[Br:14])=[C:4]([O:16][CH3:17])[CH:3]=1.[F:18][C:19]([F:31])([F:30])[O:20][C:21]1[CH:26]=[CH:25][C:24](B(O)O)=[CH:23][CH:22]=1.C(=O)([O-])[O-].[Cs+].[Cs+].COCCOC.